From a dataset of Forward reaction prediction with 1.9M reactions from USPTO patents (1976-2016). Predict the product of the given reaction. (1) Given the reactants [NH2:1][C:2]1[CH:7]=[C:6]([Cl:8])[C:5]([Br:9])=[CH:4][C:3]=1[CH2:10]O.[CH3:12][C:13]1[CH:18]=[C:17]([C:19]([CH3:21])=O)[CH:16]=[C:15]([CH3:22])[CH:14]=1.[OH-].[K+], predict the reaction product. The product is: [Br:9][C:5]1[CH:4]=[C:3]2[C:2](=[CH:7][C:6]=1[Cl:8])[N:1]=[C:19]([C:17]1[CH:18]=[C:13]([CH3:12])[CH:14]=[C:15]([CH3:22])[CH:16]=1)[CH:21]=[CH:10]2. (2) Given the reactants [NH2:1][C:2]1[CH:7]=[CH:6][C:5]([C:8]2[N:12]([CH3:13])[C:11]([C:14]#[N:15])=[CH:10][CH:9]=2)=[CH:4][CH:3]=1.Cl[C:17]([O:19][CH2:20][CH:21]([CH3:23])[CH3:22])=[O:18], predict the reaction product. The product is: [CH2:20]([O:19][C:17](=[O:18])[NH:1][C:2]1[CH:7]=[CH:6][C:5]([C:8]2[N:12]([CH3:13])[C:11]([C:14]#[N:15])=[CH:10][CH:9]=2)=[CH:4][CH:3]=1)[CH:21]([CH3:23])[CH3:22]. (3) The product is: [C:41]1([CH:29]([C:23]2[CH:28]=[CH:27][CH:26]=[CH:25][CH:24]=2)[N:30]2[C:38]3[C:33](=[CH:34][CH:35]=[CH:36][CH:37]=3)[C:32]([OH:39])([C:7]3[C:6]([O:9][CH2:10][O:11][CH3:12])=[CH:5][N:4]=[C:3]([O:2][CH3:1])[CH:8]=3)[C:31]2=[O:40])[CH:42]=[CH:43][CH:44]=[CH:45][CH:46]=1. Given the reactants [CH3:1][O:2][C:3]1[CH:8]=[CH:7][C:6]([O:9][CH2:10][O:11][CH3:12])=[CH:5][N:4]=1.C([Li])(C)(C)C.CCCCC.[C:23]1([CH:29]([C:41]2[CH:46]=[CH:45][CH:44]=[CH:43][CH:42]=2)[N:30]2[C:38]3[C:33](=[CH:34][CH:35]=[CH:36][CH:37]=3)[C:32](=[O:39])[C:31]2=[O:40])[CH:28]=[CH:27][CH:26]=[CH:25][CH:24]=1.[Cl-].[NH4+], predict the reaction product. (4) Given the reactants Br[C:2]1[CH:7]=[CH:6][C:5]([C:8]2[S:9][CH:10]=[CH:11][C:12]=2[C:13]#[N:14])=[CH:4][CH:3]=1.[B:15]1([B:15]2[O:19][C:18]([CH3:21])([CH3:20])[C:17]([CH3:23])([CH3:22])[O:16]2)[O:19][C:18]([CH3:21])([CH3:20])[C:17]([CH3:23])([CH3:22])[O:16]1.C([O-])(=O)C.[K+], predict the reaction product. The product is: [CH3:22][C:17]1([CH3:23])[C:18]([CH3:21])([CH3:20])[O:19][B:15]([C:2]2[CH:7]=[CH:6][C:5]([C:8]3[S:9][CH:10]=[CH:11][C:12]=3[C:13]#[N:14])=[CH:4][CH:3]=2)[O:16]1. (5) Given the reactants Cl[C:2]1[C:3]2[CH:15]=[CH:14][CH:13]=[CH:12][C:4]=2[S:5][C:6]=1[C:7]1[NH:8][CH2:9][CH2:10][N:11]=1.CC(C)([O-])C.[K+].[CH2:22]([OH:26])[CH2:23][CH2:24][CH3:25], predict the reaction product. The product is: [CH2:22]([O:26][C:2]1[C:3]2[CH:15]=[CH:14][CH:13]=[CH:12][C:4]=2[S:5][C:6]=1[C:7]1[NH:8][CH2:9][CH2:10][N:11]=1)[CH2:23][CH2:24][CH3:25]. (6) Given the reactants [C:1]([C:3]1[CH:4]=[N:5][CH:6]=[CH:7][CH:8]=1)#[CH:2].I[C:10]1[CH:11]=[CH:12][C:13]([CH3:32])=[C:14]([C:16]2[N:17]=[CH:18][C:19]([NH:22][C:23](=[O:31])[C:24]3[C:29]([CH3:30])=[CH:28][CH:27]=[N:26][CH:25]=3)=[N:20][CH:21]=2)[CH:15]=1, predict the reaction product. The product is: [CH3:30][C:29]1[C:24]([C:23]([NH:22][C:19]2[CH:18]=[N:17][C:16]([C:14]3[CH:15]=[C:10]([C:2]#[C:1][C:3]4[CH:4]=[N:5][CH:6]=[CH:7][CH:8]=4)[CH:11]=[CH:12][C:13]=3[CH3:32])=[CH:21][N:20]=2)=[O:31])=[CH:25][N:26]=[CH:27][CH:28]=1. (7) Given the reactants [C:1]1([C:7]2[N:11]=[C:10]([N:12]3[CH2:17][CH2:16][NH:15][CH2:14][CH2:13]3)[S:9][N:8]=2)[CH:6]=[CH:5][CH:4]=[CH:3][CH:2]=1.C(N(CC)CC)C.[C:25]([C:27]1[CH:32]=[CH:31][C:30]([N:33]=[C:34]=[O:35])=[CH:29][CH:28]=1)#[N:26], predict the reaction product. The product is: [C:25]([C:27]1[CH:28]=[CH:29][C:30]([NH:33][C:34]([N:15]2[CH2:16][CH2:17][N:12]([C:10]3[S:9][N:8]=[C:7]([C:1]4[CH:2]=[CH:3][CH:4]=[CH:5][CH:6]=4)[N:11]=3)[CH2:13][CH2:14]2)=[O:35])=[CH:31][CH:32]=1)#[N:26].